This data is from Full USPTO retrosynthesis dataset with 1.9M reactions from patents (1976-2016). The task is: Predict the reactants needed to synthesize the given product. (1) Given the product [C:1]([C:5]1[CH:22]=[CH:21][CH:20]=[CH:19][C:6]=1[O:7][CH:8]1[CH2:13][CH2:12][N:11]([C:14](=[O:18])[C:15]([NH:34][C:33]2[NH:32][N:31]=[N:30][N:29]=2)=[O:16])[CH2:10][CH2:9]1)([CH3:4])([CH3:3])[CH3:2], predict the reactants needed to synthesize it. The reactants are: [C:1]([C:5]1[CH:22]=[CH:21][CH:20]=[CH:19][C:6]=1[O:7][CH:8]1[CH2:13][CH2:12][N:11]([C:14](=[O:18])[C:15](O)=[O:16])[CH2:10][CH2:9]1)([CH3:4])([CH3:3])[CH3:2].C(Cl)(=O)C(Cl)=O.[NH:29]1[C:33]([NH2:34])=[N:32][N:31]=[N:30]1.C(N(CC)CC)C. (2) Given the product [Br:38][CH2:1][C:23]([CH:19]1[CH2:20][CH2:21][CH2:22][N:17]([C:15]([O:14][CH2:7][C:8]2[CH:9]=[CH:10][CH:11]=[CH:12][CH:13]=2)=[O:16])[CH2:18]1)=[O:25], predict the reactants needed to synthesize it. The reactants are: [C:1](Cl)(=O)C(Cl)=O.[CH2:7]([O:14][C:15]([N:17]1[CH2:22][CH2:21][CH2:20][C@@H:19]([C:23]([OH:25])=O)[CH2:18]1)=[O:16])[C:8]1[CH:13]=[CH:12][CH:11]=[CH:10][CH:9]=1.CN(C=O)C.C[Si](C=[N+]=[N-])(C)C.[BrH:38]. (3) Given the product [Cl:1][C:2]1[CH:32]=[CH:31][C:5]2[NH:6][C:7]([C@@H:9]([NH:14][C:15](=[O:30])[C:16]3[CH:21]=[CH:20][C:19]([C:22]([N:24]4[CH2:25][CH2:26][CH2:27][CH2:28]4)=[O:23])=[C:18]([CH3:29])[CH:17]=3)[CH2:10][CH2:11][S:12]([CH3:13])=[O:38])=[N:8][C:4]=2[CH:3]=1, predict the reactants needed to synthesize it. The reactants are: [Cl:1][C:2]1[CH:32]=[CH:31][C:5]2[NH:6][C:7]([C@@H:9]([NH:14][C:15](=[O:30])[C:16]3[CH:21]=[CH:20][C:19]([C:22]([N:24]4[CH2:28][CH2:27][CH2:26][CH2:25]4)=[O:23])=[C:18]([CH3:29])[CH:17]=3)[CH2:10][CH2:11][S:12][CH3:13])=[N:8][C:4]=2[CH:3]=1.ClC1C=C(C=CC=1)C(OO)=[O:38].ClCCl.C(O)C.ClCl. (4) Given the product [Br:13][C:6]1[CH:5]=[C:4]([C:3]2[N:2]([CH3:1])[N:17]=[N:16][N:15]=2)[CH:9]=[C:8]([N+:10]([O-:12])=[O:11])[CH:7]=1, predict the reactants needed to synthesize it. The reactants are: [CH3:1][NH:2][C:3](=O)[C:4]1[CH:9]=[C:8]([N+:10]([O-:12])=[O:11])[CH:7]=[C:6]([Br:13])[CH:5]=1.[N-:15]=[N+:16]=[N-:17].[Na+].FC(F)(F)S(OS(C(F)(F)F)(=O)=O)(=O)=O.C(=O)([O-])O.[Na+]. (5) Given the product [Br:10][CH2:9][C:5]1[CH:6]=[CH:7][CH:8]=[C:3]([CH2:2][O:17][CH2:16][CH:12]2[CH2:13][CH2:14][CH2:15][O:11]2)[N:4]=1, predict the reactants needed to synthesize it. The reactants are: Br[CH2:2][C:3]1[CH:8]=[CH:7][CH:6]=[C:5]([CH2:9][Br:10])[N:4]=1.[O:11]1[CH2:15][CH2:14][CH2:13][CH:12]1[CH2:16][OH:17].